This data is from Full USPTO retrosynthesis dataset with 1.9M reactions from patents (1976-2016). The task is: Predict the reactants needed to synthesize the given product. (1) Given the product [CH2:34]([NH:36][C:3]([C:5]1[CH:10]=[C:9]([O:11][CH3:12])[C:8]([O:14][C@@H:15]([CH3:33])[C:16]([N:18]2[CH2:23][CH2:22][N:21]([C:24](=[O:31])[C:25]3[CH:26]=[CH:27][CH:28]=[CH:29][CH:30]=3)[CH2:20][C@H:19]2[CH3:32])=[O:17])=[CH:7][N:6]=1)=[O:2])[CH3:35], predict the reactants needed to synthesize it. The reactants are: C[O:2][C:3]([C:5]1[CH:10]=[C:9]([O:11][CH2:12]C)[C:8]([O:14][C@@H:15]([CH3:33])[C:16]([N:18]2[CH2:23][CH2:22][N:21]([C:24](=[O:31])[C:25]3[CH:30]=[CH:29][CH:28]=[CH:27][CH:26]=3)[CH2:20][C@H:19]2[CH3:32])=[O:17])=[CH:7][N:6]=1)=O.[CH2:34]([NH2:36])[CH3:35]. (2) The reactants are: C(N(CC)C(C)C)(C)C.[F:10][C:11]1[CH:19]=[C:18]2[C:14]([C:15]([C:21]3[N:22]=[C:23]4[C:29]([C:30](O)=[O:31])=[CH:28][N:27]([CH2:33][O:34][CH2:35][CH2:36][Si:37]([CH3:40])([CH3:39])[CH3:38])[C:24]4=[N:25][CH:26]=3)=[N:16][N:17]2[CH3:20])=[CH:13][CH:12]=1.CN(C(ON1N=NC2C=CC=NC1=2)=[N+](C)C)C.F[P-](F)(F)(F)(F)F.FC(F)(F)C(O)=O.[F:72][C:73]([F:84])([CH2:77][C:78]1[CH:83]=[CH:82][CH:81]=[CH:80][CH:79]=1)[C@H:74]([NH2:76])[CH3:75]. Given the product [F:72][C:73]([F:84])([CH2:77][C:78]1[CH:83]=[CH:82][CH:81]=[CH:80][CH:79]=1)[C@H:74]([NH:76][C:30]([C:29]1[C:23]2[C:24](=[N:25][CH:26]=[C:21]([C:15]3[C:14]4[C:18](=[CH:19][C:11]([F:10])=[CH:12][CH:13]=4)[N:17]([CH3:20])[N:16]=3)[N:22]=2)[N:27]([CH2:33][O:34][CH2:35][CH2:36][Si:37]([CH3:38])([CH3:39])[CH3:40])[CH:28]=1)=[O:31])[CH3:75], predict the reactants needed to synthesize it. (3) Given the product [CH3:1][C:2]1[N:3]([C:18](=[O:23])[CH2:19][CH:20]([CH3:21])[CH3:22])[C:4]2[C:9]([C:10]=1[C:11]([OH:13])=[O:12])=[CH:8][CH:7]=[CH:6][CH:5]=2, predict the reactants needed to synthesize it. The reactants are: [CH3:1][C:2]1[N:3]([C:18](=[O:23])[CH2:19][CH:20]([CH3:22])[CH3:21])[C:4]2[C:9]([C:10]=1[C:11]([O:13]C(C)(C)C)=[O:12])=[CH:8][CH:7]=[CH:6][CH:5]=2.FC(F)(F)C(O)=O. (4) Given the product [CH2:1]([O:3][C:4](=[O:34])[CH:5]([C:10]1[CH:11]=[C:12]([C:24]2[CH:29]=[CH:28][C:27]([C:30]([F:31])([F:33])[F:32])=[CH:26][CH:25]=2)[CH:13]=[C:14]([C:37]2[CH:36]=[N:35][CH:40]=[CH:39][CH:38]=2)[CH:15]=1)[CH2:6][CH:7]([CH3:8])[CH3:9])[CH3:2], predict the reactants needed to synthesize it. The reactants are: [CH2:1]([O:3][C:4](=[O:34])[CH:5]([C:10]1[CH:11]=[C:12]([C:24]2[CH:29]=[CH:28][C:27]([C:30]([F:33])([F:32])[F:31])=[CH:26][CH:25]=2)[CH:13]=[C:14](OS(C(F)(F)F)(=O)=O)[CH:15]=1)[CH2:6][CH:7]([CH3:9])[CH3:8])[CH3:2].[N:35]1[CH:40]=[CH:39][CH:38]=[C:37](B(O)O)[CH:36]=1.C([O-])([O-])=O.[Na+].[Na+].